From a dataset of Peptide-MHC class II binding affinity with 134,281 pairs from IEDB. Regression. Given a peptide amino acid sequence and an MHC pseudo amino acid sequence, predict their binding affinity value. This is MHC class II binding data. (1) The peptide sequence is ASEVFKAVEAYLVAH. The MHC is HLA-DPA10301-DPB10402 with pseudo-sequence HLA-DPA10301-DPB10402. The binding affinity (normalized) is 0.604. (2) The peptide sequence is TATYGGKWLDAKSTW. The MHC is DRB1_1501 with pseudo-sequence DRB1_1501. The binding affinity (normalized) is 0.0403.